From a dataset of Full USPTO retrosynthesis dataset with 1.9M reactions from patents (1976-2016). Predict the reactants needed to synthesize the given product. (1) Given the product [CH3:1][C:2]1[CH:3]=[CH:4][C:5]([CH2:8][C:9]2[CH:10]=[CH:11][C:12]([O:15][C:16]([N:18]3[CH2:23][CH2:22][CH:21]([O:24][C:34]4[CH:35]=[CH:36][C:31]([CH2:30][C:29]([O:28][CH2:25][CH:26]=[CH2:27])=[O:38])=[CH:32][CH:33]=4)[CH2:20][CH2:19]3)=[O:17])=[CH:13][CH:14]=2)=[N:6][CH:7]=1, predict the reactants needed to synthesize it. The reactants are: [CH3:1][C:2]1[CH:3]=[CH:4][C:5]([CH2:8][C:9]2[CH:14]=[CH:13][C:12]([O:15][C:16]([N:18]3[CH2:23][CH2:22][CH:21]([OH:24])[CH2:20][CH2:19]3)=[O:17])=[CH:11][CH:10]=2)=[N:6][CH:7]=1.[CH2:25]([O:28][C:29](=[O:38])[CH2:30][C:31]1[CH:36]=[CH:35][C:34](O)=[CH:33][CH:32]=1)[CH:26]=[CH2:27]. (2) Given the product [NH2:1][C:2]1[N:3]=[CH:4][N:5]=[C:6]([NH:12][CH:13]([C:15]2[CH:20]=[CH:19][C:18]([OH:21])=[CH:17][CH:16]=2)[CH3:14])[C:7]=1[N+:8]([O-:10])=[O:9], predict the reactants needed to synthesize it. The reactants are: [NH2:1][C:2]1[C:7]([N+:8]([O-:10])=[O:9])=[C:6](Cl)[N:5]=[CH:4][N:3]=1.[NH2:12][CH:13]([C:15]1[CH:20]=[CH:19][C:18]([OH:21])=[CH:17][CH:16]=1)[CH3:14].CCN(CC)CC.C(O)(=O)CC(CC(O)=O)(C(O)=O)O. (3) Given the product [O:25]=[C:23]1[C:22]2[C:21]3[CH2:26][CH2:27][CH2:28][CH2:29][C:20]=3[CH:19]=[CH:18][C:17]=2[N:16]=[C:15]([N:13]2[CH:14]=[C:10]([C:8]([OH:9])=[O:7])[CH:11]=[N:12]2)[NH:24]1, predict the reactants needed to synthesize it. The reactants are: O.[OH-].[Li+].O.C([O:7][C:8]([C:10]1[CH:11]=[N:12][N:13]([C:15]2[NH:24][C:23](=[O:25])[C:22]3[C:21]4[CH2:26][CH2:27][CH2:28][CH2:29][C:20]=4[CH:19]=[CH:18][C:17]=3[N:16]=2)[CH:14]=1)=[O:9])C. (4) Given the product [Br-:51].[OH:8][C:9]1[CH:10]=[CH:11][C:12]([C:13]([NH:53][CH2:54][CH2:55][N+:56]23[CH2:63][CH2:62][CH:59]([CH2:60][CH2:61]2)[C@@H:58]([O:64][C:65](=[O:80])[C:66]([OH:79])([C:67]2[CH:72]=[CH:71][CH:70]=[CH:69][CH:68]=2)[C:73]2[CH:74]=[CH:75][CH:76]=[CH:77][CH:78]=2)[CH2:57]3)=[O:15])=[CH:16][CH:17]=1, predict the reactants needed to synthesize it. The reactants are: C([O:8][C:9]1[CH:17]=[CH:16][C:12]([C:13]([OH:15])=O)=[CH:11][CH:10]=1)C1C=CC=CC=1.C(N(C(C)C)CC)(C)C.CN(C(ON1N=NC2C=CC=NC1=2)=[N+](C)C)C.F[P-](F)(F)(F)(F)F.[BrH:51].[Br-].[NH2:53][CH2:54][CH2:55][N+:56]12[CH2:63][CH2:62][CH:59]([CH2:60][CH2:61]1)[C@@H:58]([O:64][C:65](=[O:80])[C:66]([OH:79])([C:73]1[CH:78]=[CH:77][CH:76]=[CH:75][CH:74]=1)[C:67]1[CH:72]=[CH:71][CH:70]=[CH:69][CH:68]=1)[CH2:57]2. (5) Given the product [C:1]1([C:7](=[N:14][C:15]([CH3:22])([CH2:18][CH2:19][CH2:20][F:21])[C:16]#[N:17])[C:8]2[CH:9]=[CH:10][CH:11]=[CH:12][CH:13]=2)[CH:2]=[CH:3][CH:4]=[CH:5][CH:6]=1, predict the reactants needed to synthesize it. The reactants are: [C:1]1([C:7](=[N:14][CH:15]([CH2:18][CH2:19][CH2:20][F:21])[C:16]#[N:17])[C:8]2[CH:13]=[CH:12][CH:11]=[CH:10][CH:9]=2)[CH:6]=[CH:5][CH:4]=[CH:3][CH:2]=1.[CH2:22]([Li])CCC.IC. (6) Given the product [OH:24][C:3]1[CH:4]=[C:5]([CH2:8][NH:9][CH:10]=[C:11]2[C:20]3[C:15](=[CH:16][CH:17]=[C:18]([I:21])[CH:19]=3)[C:14](=[O:22])[NH:13][C:12]2=[O:23])[N:6]=[CH:7][C:2]=1[NH:1][C:25](=[O:28])[CH2:26][CH3:27], predict the reactants needed to synthesize it. The reactants are: [NH2:1][C:2]1[C:3]([OH:24])=[CH:4][C:5]([CH2:8][NH:9][CH:10]=[C:11]2[C:20]3[C:15](=[CH:16][CH:17]=[C:18]([I:21])[CH:19]=3)[C:14](=[O:22])[NH:13][C:12]2=[O:23])=[N:6][CH:7]=1.[C:25](Cl)(=[O:28])[CH2:26][CH3:27].